From a dataset of NCI-60 drug combinations with 297,098 pairs across 59 cell lines. Regression. Given two drug SMILES strings and cell line genomic features, predict the synergy score measuring deviation from expected non-interaction effect. (1) Drug 1: CC(C1=C(C=CC(=C1Cl)F)Cl)OC2=C(N=CC(=C2)C3=CN(N=C3)C4CCNCC4)N. Drug 2: CC1=C(C=C(C=C1)C(=O)NC2=CC(=CC(=C2)C(F)(F)F)N3C=C(N=C3)C)NC4=NC=CC(=N4)C5=CN=CC=C5. Cell line: SF-295. Synergy scores: CSS=15.2, Synergy_ZIP=-4.91, Synergy_Bliss=-2.04, Synergy_Loewe=-8.48, Synergy_HSA=-0.593. (2) Drug 1: C1CCC(CC1)NC(=O)N(CCCl)N=O. Drug 2: CC(C)NC(=O)C1=CC=C(C=C1)CNNC.Cl. Cell line: NCI-H226. Synergy scores: CSS=12.8, Synergy_ZIP=-3.43, Synergy_Bliss=0.240, Synergy_Loewe=-10.6, Synergy_HSA=-2.99. (3) Drug 2: C1CN(P(=O)(OC1)NCCCl)CCCl. Drug 1: C(=O)(N)NO. Cell line: M14. Synergy scores: CSS=0.840, Synergy_ZIP=1.18, Synergy_Bliss=0.947, Synergy_Loewe=-0.557, Synergy_HSA=-0.513. (4) Drug 1: CC1=C(C=C(C=C1)NC2=NC=CC(=N2)N(C)C3=CC4=NN(C(=C4C=C3)C)C)S(=O)(=O)N.Cl. Drug 2: CC1OCC2C(O1)C(C(C(O2)OC3C4COC(=O)C4C(C5=CC6=C(C=C35)OCO6)C7=CC(=C(C(=C7)OC)O)OC)O)O. Cell line: CCRF-CEM. Synergy scores: CSS=53.9, Synergy_ZIP=0.495, Synergy_Bliss=0.373, Synergy_Loewe=-27.5, Synergy_HSA=0.706. (5) Drug 1: CC12CCC3C(C1CCC2OP(=O)(O)O)CCC4=C3C=CC(=C4)OC(=O)N(CCCl)CCCl.[Na+]. Drug 2: N.N.Cl[Pt+2]Cl. Cell line: RXF 393. Synergy scores: CSS=18.0, Synergy_ZIP=6.32, Synergy_Bliss=7.87, Synergy_Loewe=-30.3, Synergy_HSA=6.54. (6) Drug 1: CNC(=O)C1=CC=CC=C1SC2=CC3=C(C=C2)C(=NN3)C=CC4=CC=CC=N4. Drug 2: C1C(C(OC1N2C=C(C(=O)NC2=O)F)CO)O. Cell line: OVCAR-8. Synergy scores: CSS=37.6, Synergy_ZIP=2.76, Synergy_Bliss=0.999, Synergy_Loewe=-17.7, Synergy_HSA=0.150.